Dataset: Forward reaction prediction with 1.9M reactions from USPTO patents (1976-2016). Task: Predict the product of the given reaction. (1) Given the reactants [CH:1]1([C:7]2[CH:8]=[CH:9][C:10]([O:13]C)=[N:11][CH:12]=2)[CH2:6][CH2:5][CH2:4][CH2:3][CH2:2]1.Br[CH2:16][C:17]1[CH:22]=[CH:21][C:20]([Cl:23])=[CH:19][CH:18]=1, predict the reaction product. The product is: [Cl:23][C:20]1[CH:21]=[CH:22][C:17]([CH2:16][N:11]2[CH:12]=[C:7]([CH:1]3[CH2:6][CH2:5][CH2:4][CH2:3][CH2:2]3)[CH:8]=[CH:9][C:10]2=[O:13])=[CH:18][CH:19]=1. (2) Given the reactants Cl.[Cl:2][C:3]1[CH:4]=[CH:5][C:6]([S:11]([CH2:14][CH3:15])(=[O:13])=[O:12])=[C:7]([CH:10]=1)[CH2:8][NH2:9].[CH3:16][C:17]([O:20][C:21]([N:23]1[CH2:28][CH2:27][CH:26]([CH2:29][C:30]2[CH:38]=[CH:37][C:33]([C:34](O)=[O:35])=[CH:32][C:31]=2[C:39]([F:42])([F:41])[F:40])[CH2:25][CH2:24]1)=[O:22])([CH3:19])[CH3:18], predict the reaction product. The product is: [Cl:2][C:3]1[CH:4]=[CH:5][C:6]([S:11]([CH2:14][CH3:15])(=[O:13])=[O:12])=[C:7]([CH2:8][NH:9][C:34]([C:33]2[CH:37]=[CH:38][C:30]([CH2:29][CH:26]3[CH2:25][CH2:24][N:23]([C:21]([O:20][C:17]([CH3:18])([CH3:19])[CH3:16])=[O:22])[CH2:28][CH2:27]3)=[C:31]([C:39]([F:42])([F:41])[F:40])[CH:32]=2)=[O:35])[CH:10]=1.